From a dataset of Catalyst prediction with 721,799 reactions and 888 catalyst types from USPTO. Predict which catalyst facilitates the given reaction. (1) Reactant: [Cl:1][CH2:2][C:3]([C:5]1[CH:10]=[CH:9][CH:8]=[CH:7][CH:6]=1)=[O:4].[N:11]12[CH2:18][CH2:17][CH:14]([CH2:15][CH2:16]1)[C@@H:13]([NH:19][C:20](=[O:37])[O:21][CH:22]([C:30]1[CH:35]=[CH:34][CH:33]=[C:32]([F:36])[CH:31]=1)[C:23]1[CH:28]=[CH:27][CH:26]=[C:25]([F:29])[CH:24]=1)[CH2:12]2. Product: [Cl-:1].[F:36][C:32]1[CH:31]=[C:30]([CH:22]([C:23]2[CH:28]=[CH:27][CH:26]=[C:25]([F:29])[CH:24]=2)[O:21][C:20]([NH:19][C@@H:13]2[CH:14]3[CH2:17][CH2:18][N+:11]([CH2:2][C:3](=[O:4])[C:5]4[CH:10]=[CH:9][CH:8]=[CH:7][CH:6]=4)([CH2:16][CH2:15]3)[CH2:12]2)=[O:37])[CH:35]=[CH:34][CH:33]=1. The catalyst class is: 13. (2) Reactant: [CH3:1][C:2]1[CH:11]=[CH:10][C:9]2[C:4](=[CH:5][CH:6]=[CH:7][CH:8]=2)[C:3]=1[CH2:12][CH:13]([OH:15])[CH3:14].CC(C)([O-])C.[K+].F[C:23]1[CH:28]=[CH:27][CH:26]=[CH:25][C:24]=1[N+:29]([O-:31])=[O:30]. Product: [CH3:1][C:2]1[CH:11]=[CH:10][C:9]2[C:4](=[CH:5][CH:6]=[CH:7][CH:8]=2)[C:3]=1[CH2:12][CH:13]([O:15][C:23]1[CH:28]=[CH:27][CH:26]=[CH:25][C:24]=1[N+:29]([O-:31])=[O:30])[CH3:14]. The catalyst class is: 1. (3) The catalyst class is: 7. Product: [C:3]([C:5]1[CH:6]=[C:7]2[C:12](=[CH:13][C:14]=1[O:15][CH3:16])[N:11]=[CH:10][CH:9]=[C:8]2[O:17][C:18]1[CH:19]=[C:20]2[C:24](=[CH:25][CH:26]=1)[NH:23][CH:22]=[CH:21]2)([OH:4])=[O:2]. Reactant: C[O:2][C:3]([C:5]1[CH:6]=[C:7]2[C:12](=[CH:13][C:14]=1[O:15][CH3:16])[N:11]=[CH:10][CH:9]=[C:8]2[O:17][C:18]1[CH:19]=[C:20]2[C:24](=[CH:25][CH:26]=1)[NH:23][CH:22]=[CH:21]2)=[O:4].[OH-].[Li+].Cl. (4) Reactant: C([O:3][C:4]([C:6]1[CH:37]=[CH:36][C:9]([CH2:10][CH2:11][N:12]2[CH2:17][CH:16]=[C:15]([C:18]3[C:19]([C:30]4[CH:35]=[CH:34][N:33]=[CH:32][CH:31]=4)=[C:20]([C:23]4[CH:28]=[CH:27][C:26]([F:29])=[CH:25][CH:24]=4)[NH:21][CH:22]=3)[CH2:14][CH2:13]2)=[CH:8][CH:7]=1)=[O:5])C.[OH-].[Li+].Cl. Product: [C:4]([C:6]1[CH:37]=[CH:36][C:9]([CH2:10][CH2:11][N:12]2[CH2:13][CH:14]=[C:15]([C:18]3[C:19]([C:30]4[CH:31]=[CH:32][N:33]=[CH:34][CH:35]=4)=[C:20]([C:23]4[CH:28]=[CH:27][C:26]([F:29])=[CH:25][CH:24]=4)[NH:21][CH:22]=3)[CH2:16][CH2:17]2)=[CH:8][CH:7]=1)([OH:5])=[O:3]. The catalyst class is: 8. (5) Reactant: [C:1]1([CH2:7][CH2:8][O:9][CH2:10][CH2:11][N:12]2[CH2:17][CH2:16][CH2:15][C@H:14]([C:18](OCC)=[O:19])[CH2:13]2)[CH:6]=[CH:5][CH:4]=[CH:3][CH:2]=1.[H-].[Al+3].[Li+].[H-].[H-].[H-].CCOC(C)=O.O. Product: [C:1]1([CH2:7][CH2:8][O:9][CH2:10][CH2:11][N:12]2[CH2:17][CH2:16][CH2:15][C@H:14]([CH2:18][OH:19])[CH2:13]2)[CH:2]=[CH:3][CH:4]=[CH:5][CH:6]=1. The catalyst class is: 1.